Dataset: Full USPTO retrosynthesis dataset with 1.9M reactions from patents (1976-2016). Task: Predict the reactants needed to synthesize the given product. (1) Given the product [F:31][C:11]([F:10])([C:25]1[CH:26]=[CH:27][CH:28]=[CH:29][CH:30]=1)[C:12]1[CH:13]=[CH:14][C:15]([C:18]2[C:19]3=[N:24][S:6](=[O:8])(=[O:7])[CH2:5][CH2:4][N:20]3[CH:21]=[CH:22][CH:23]=2)=[CH:16][CH:17]=1, predict the reactants needed to synthesize it. The reactants are: [H-].[Na+].Cl[CH2:4][CH2:5][S:6](Cl)(=[O:8])=[O:7].[F:10][C:11]([F:31])([C:25]1[CH:30]=[CH:29][CH:28]=[CH:27][CH:26]=1)[C:12]1[CH:17]=[CH:16][C:15]([C:18]2[C:19]([NH2:24])=[N:20][CH:21]=[CH:22][CH:23]=2)=[CH:14][CH:13]=1. (2) Given the product [CH:1]([S:4]([N:7]1[C:11]2[CH:12]=[C:13]([C:16]3[N:20]([CH:21]4[CH2:23][CH2:22]4)[C:19]([C:38]#[C:37][Si:34]([CH3:36])([CH3:35])[CH3:33])=[N:18][C:17]=3[C:25]3[CH:30]=[CH:29][CH:28]=[CH:27][C:26]=3[F:31])[CH:14]=[CH:15][C:10]=2[N:9]=[C:8]1[NH2:32])(=[O:6])=[O:5])([CH3:3])[CH3:2], predict the reactants needed to synthesize it. The reactants are: [CH:1]([S:4]([N:7]1[C:11]2[CH:12]=[C:13]([C:16]3[N:20]([CH:21]4[CH2:23][CH2:22]4)[C:19](Br)=[N:18][C:17]=3[C:25]3[CH:30]=[CH:29][CH:28]=[CH:27][C:26]=3[F:31])[CH:14]=[CH:15][C:10]=2[N:9]=[C:8]1[NH2:32])(=[O:6])=[O:5])([CH3:3])[CH3:2].[CH3:33][Si:34]([C:37]#[CH:38])([CH3:36])[CH3:35].C(N(CC)CC)C. (3) Given the product [CH3:40][N:38]([CH3:39])[C:36]([C:22]1[CH:23]=[C:24]([NH:25][CH2:26][C:27]2[C:32]([CH3:33])=[CH:31][CH:30]=[CH:29][C:28]=2[CH2:34][CH3:35])[C:19]2[N:18]=[C:17]([CH3:41])[NH:16][C:20]=2[CH:21]=1)=[O:37], predict the reactants needed to synthesize it. The reactants are: C(O)(=O)C(O)=O.C(OC[N:16]1[C:20]2[CH:21]=[C:22]([C:36]([N:38]([CH3:40])[CH3:39])=[O:37])[CH:23]=[C:24]([NH:25][CH2:26][C:27]3[C:32]([CH3:33])=[CH:31][CH:30]=[CH:29][C:28]=3[CH2:34][CH3:35])[C:19]=2[N:18]=[C:17]1[CH3:41])C1C=CC=CC=1.C(=O)([O-])O.[Na+]. (4) Given the product [F:12][C:9]1([F:13])[CH2:10][CH2:11][C:6]([N:14]2[CH:18]=[C:17]([CH3:19])[N:16]=[CH:15]2)([C:4]([NH2:20])=[O:3])[CH2:7][CH2:8]1, predict the reactants needed to synthesize it. The reactants are: C([O:3][C:4]([C:6]1([N:14]2[CH:18]=[C:17]([CH3:19])[N:16]=[CH:15]2)[CH2:11][CH2:10][C:9]([F:13])([F:12])[CH2:8][CH2:7]1)=O)C.[NH3:20].